From a dataset of Drug-target binding data from BindingDB using IC50 measurements. Regression. Given a target protein amino acid sequence and a drug SMILES string, predict the binding affinity score between them. We predict pIC50 (pIC50 = -log10(IC50 in M); higher means more potent). Dataset: bindingdb_ic50. (1) The small molecule is Oc1c2c(nn1-c1ccc(Cl)c(Cl)c1)CSC2. The target protein (P61431) has sequence MINKDIYQALQQLIPNEKIKVDEPLKRYTYTKTGGNADFYITPTKNEEVQAVVKYAYQNEIPVTYLGNGSNIIIREGGIRGIVISLLSLDHIEVSDDAIIAGSGAAIIDVSRVARDYALTGLEFACGIPGSIGGAVYMNAGAYGGEVKDCIDYALCVNEQGSLIKLTTKELELDYRNSIIQKEHLVVLEAAFTLAPGKMTEIQAKMDDLTERRESKQPLEYPSCGSVFQRPPGHFAGKLIQDSNLQGHRIGGVEVSTKHAGFMVNVDNGTATDYENLIHYVQKTVKEKFGIELNREVRIIGEHPKES. The pIC50 is 4.1. (2) The drug is Cc1ccc(C2(C(=O)N3CCC(n4nc(-c5ccccc5)oc4=O)CC3)CC2)cc1. The target protein (Q9Y2T6) has sequence MSQQNTSGDCLFDGVNELMKTLQFAVHIPTFVLGLLLNLLAIHGFSTFLKNRWPDYAATSIYMINLAVFDLLLVLSLPFKMVLSQVQSPFPSLCTLVECLYFVSMYGSVFTICFISMDRFLAIRYPLLVSHLRSPRKIFGICCTIWVLVWTGSIPIYSFHGKVEKYMCFHNMSDDTWSAKVFFPLEVFGFLLPMGIMGFCCSRSIHILLGRRDHTQDWVQQKACIYSIAASLAVFVVSFLPVHLGFFLQFLVRNSFIVECRAKQSISFFLQLSMCFSNVNCCLDVFCYYFVIKEFRMNIRAHRPSRVQLVLQDTTISRG. The pIC50 is 5.4. (3) The compound is Nc1ncnc2c1ncn2[C@@H]1O[C@H](COS(=O)(=O)NC(=O)c2ccccc2O)[C@@H](O)[C@H]1O. The target protein (P71716) has sequence MPPKAADGRRPSPDGGLGGFVPFPADRAASYRAAGYWSGRTLDTVLSDAARRWPDRLAVADAGDRPGHGGLSYAELDQRADRAAAALHGLGITPGDRVLLQLPNGCQFAVALFALLRAGAIPVMCLPGHRAAELGHFAAVSAATGLVVADVASGFDYRPMARELVADHPTLRHVIVDGDPGPFVSWAQLCAQAGTGSPAPPADPGSPALLLVSGGTTGMPKLIPRTHDDYVFNATASAALCRLSADDVYLVVLAAGHNFPLACPGLLGAMTVGATAVFAPDPSPEAAFAAIERHGVTVTALVPALAKLWAQSCEWEPVTPKSLRLLQVGGSKLEPEDARRVRTALTPGLQQVFGMAEGLLNFTRIGDPPEVVEHTQGRPLCPADELRIVNADGEPVGPGEEGELLVRGPYTLNGYFAAERDNERCFDPDGFYRSGDLVRRRDDGNLVVTGRVKDVICRAGETIAASDLEEQLLSHPAIFSAAAVGLPDQYLGEKICAAVV.... The pIC50 is 8.0. (4) The drug is COc1cc(-c2csc3c(/C=C/CNC4CCNCC4)cnc(N)c23)ccc1NC(=O)c1cc2ccccc2n1C. The target protein (P09769) has sequence MGCVFCKKLEPVATAKEDAGLEGDFRSYGAADHYGPDPTKARPASSFAHIPNYSNFSSQAINPGFLDSGTIRGVSGIGVTLFIALYDYEARTEDDLTFTKGEKFHILNNTEGDWWEARSLSSGKTGCIPSNYVAPVDSIQAEEWYFGKIGRKDAERQLLSPGNPQGAFLIRESETTKGAYSLSIRDWDQTRGDHVKHYKIRKLDMGGYYITTRVQFNSVQELVQHYMEVNDGLCNLLIAPCTIMKPQTLGLAKDAWEISRSSITLERRLGTGCFGDVWLGTWNGSTKVAVKTLKPGTMSPKAFLEEAQVMKLLRHDKLVQLYAVVSEEPIYIVTEFMCHGSLLDFLKNPEGQDLRLPQLVDMAAQVAEGMAYMERMNYIHRDLRAANILVGERLACKIADFGLARLIKDDEYNPCQGSKFPIKWTAPEAALFGRFTIKSDVWSFGILLTELITKGRIPYPGMNKREVLEQVEQGYHMPCPPGCPASLYEAMEQTWRLDPE.... The pIC50 is 4.6. (5) The drug is NC(=O)c1nn(CC(=O)N2[C@H](C(=O)Nc3cccc(Br)n3)C[C@H]3C[C@H]32)c2ccccc12. The target protein sequence is ARGSHPWQVALLSGNQLHCGGVLVNERWVLTAAHCKMNEYTVHLGSDTLGDRRAQRIKASKSFRHPGYSTQTHVNDLMLVKLNSQARLSSMVKKVRLPSRCEPPGTTCTVSGWGTTTSPDVTFPSDLMCVDVKLISPQDCTKVRKDLLENSMLCAGIPDSKKNACNGDSGGPLVCRGTLQGLVSWGTFPCGQPNDPGVYTQVCKFTKWINDTMKKHR. The pIC50 is 4.0.